This data is from Full USPTO retrosynthesis dataset with 1.9M reactions from patents (1976-2016). The task is: Predict the reactants needed to synthesize the given product. The reactants are: FC(F)(F)C(O)=O.[NH2:8][C:9]1[C:10]2[N:11]([C:31]([C:35]#[N:36])=[C:32]([Cl:34])[N:33]=2)[CH2:12][C@:13]([C:16]2[CH:17]=[C:18]([NH:23]C(=O)OC(C)(C)C)[CH:19]=[CH:20][C:21]=2[F:22])([CH3:15])[N:14]=1. Given the product [NH2:8][C:9]1[C:10]2[N:11]([C:31]([C:35]#[N:36])=[C:32]([Cl:34])[N:33]=2)[CH2:12][C@:13]([C:16]2[CH:17]=[C:18]([NH2:23])[CH:19]=[CH:20][C:21]=2[F:22])([CH3:15])[N:14]=1, predict the reactants needed to synthesize it.